Predict which catalyst facilitates the given reaction. From a dataset of Catalyst prediction with 721,799 reactions and 888 catalyst types from USPTO. (1) Reactant: [CH3:1][O:2][C:3]1[CH:8]=[CH:7][C:6]([S:9](Cl)(=[O:11])=[O:10])=[CH:5][CH:4]=1.[F:13][C:14]1[CH:19]=[C:18]([F:20])[CH:17]=[CH:16][C:15]=1[C:21]1[CH:26]=[CH:25][CH:24]=[CH:23][C:22]=1[CH:27]([NH2:29])[CH3:28].C(N(CC)CC)C.O. Product: [F:13][C:14]1[CH:19]=[C:18]([F:20])[CH:17]=[CH:16][C:15]=1[C:21]1[CH:26]=[CH:25][CH:24]=[CH:23][C:22]=1[CH:27]([NH:29][S:9]([C:6]1[CH:7]=[CH:8][C:3]([O:2][CH3:1])=[CH:4][CH:5]=1)(=[O:11])=[O:10])[CH3:28]. The catalyst class is: 10. (2) Reactant: Br[C:2]1[CH:3]=[N:4][CH:5]=[C:6]2[C:11]=1[NH:10][C:9](=[O:12])[CH:8]=[CH:7]2.[F:13][C:14]1[CH:15]=[C:16]([C:29]2[CH:30]=[N:31][N:32]([CH3:34])[CH:33]=2)[CH:17]=[CH:18][C:19]=1B1OC(C)(C)C(C)(C)O1.[O-]P([O-])([O-])=O.[K+].[K+].[K+]. Product: [F:13][C:14]1[CH:15]=[C:16]([C:29]2[CH:30]=[N:31][N:32]([CH3:34])[CH:33]=2)[CH:17]=[CH:18][C:19]=1[C:2]1[CH:3]=[N:4][CH:5]=[C:6]2[C:11]=1[N:10]=[C:9]([OH:12])[CH:8]=[CH:7]2. The catalyst class is: 38. (3) Reactant: [Br:1][C:2]1[CH:3]=[C:4]2[C:10]([C:11](=O)[CH2:12]Cl)=[CH:9][NH:8][C:5]2=[N:6][CH:7]=1.[NH2:15][C:16]([NH2:18])=[S:17]. Product: [Br:1][C:2]1[CH:3]=[C:4]2[C:10]([C:11]3[N:15]=[C:16]([NH2:18])[S:17][CH:12]=3)=[CH:9][NH:8][C:5]2=[N:6][CH:7]=1. The catalyst class is: 8. (4) Product: [NH2:1][C:2]([C:4]1[O:5][C:6]2[CH:12]=[C:11]([C:13]([OH:15])=[O:14])[CH:10]=[CH:9][C:7]=2[CH:8]=1)=[O:3]. Reactant: [NH2:1][C:2]([C:4]1[O:5][C:6]2[CH:12]=[C:11]([C:13]([O:15]C)=[O:14])[CH:10]=[CH:9][C:7]=2[CH:8]=1)=[O:3].[OH-].[Na+]. The catalyst class is: 24. (5) Reactant: Cl[CH2:2][C:3]([NH:5][CH:6]1[CH2:8][CH2:7]1)=[O:4].[Br:9][C:10]1[CH:11]=[CH:12][C:13]([F:17])=[C:14]([OH:16])[CH:15]=1.C([O-])([O-])=O.[K+].[K+]. Product: [Br:9][C:10]1[CH:11]=[CH:12][C:13]([F:17])=[C:14]([CH:15]=1)[O:16][CH2:2][C:3]([NH:5][CH:6]1[CH2:8][CH2:7]1)=[O:4]. The catalyst class is: 21.